Dataset: NCI-60 drug combinations with 297,098 pairs across 59 cell lines. Task: Regression. Given two drug SMILES strings and cell line genomic features, predict the synergy score measuring deviation from expected non-interaction effect. Drug 1: C1=NC(=NC(=O)N1C2C(C(C(O2)CO)O)O)N. Drug 2: C1C(C(OC1N2C=NC3=C2NC=NCC3O)CO)O. Cell line: SF-539. Synergy scores: CSS=39.5, Synergy_ZIP=2.85, Synergy_Bliss=4.79, Synergy_Loewe=-5.25, Synergy_HSA=2.07.